From a dataset of CYP1A2 inhibition data for predicting drug metabolism from PubChem BioAssay. Regression/Classification. Given a drug SMILES string, predict its absorption, distribution, metabolism, or excretion properties. Task type varies by dataset: regression for continuous measurements (e.g., permeability, clearance, half-life) or binary classification for categorical outcomes (e.g., BBB penetration, CYP inhibition). Dataset: cyp1a2_veith. The molecule is O=C(CSc1nc2ccccc2c2ccccc12)c1ccccc1. The result is 1 (inhibitor).